Dataset: Catalyst prediction with 721,799 reactions and 888 catalyst types from USPTO. Task: Predict which catalyst facilitates the given reaction. (1) Reactant: CC(C)([O-])C.[K+].[OH:7][CH2:8][C@@H:9]([N:11]1[CH2:16][CH2:15][N:14]2[C:17](=[O:27])[C:18]([N:21]3[CH:25]=[C:24]([CH3:26])[N:23]=[CH:22]3)=[CH:19][CH:20]=[C:13]2[C:12]1=[O:28])[CH3:10].F[C:30]1[CH:35]=[CH:34][C:33]([N+:36]([O-:38])=[O:37])=[CH:32][C:31]=1[S:39]([F:44])([F:43])([F:42])([F:41])[F:40]. Product: [CH3:26][C:24]1[N:23]=[CH:22][N:21]([C:18]2[C:17](=[O:27])[N:14]3[CH2:15][CH2:16][N:11]([C@@H:9]([CH3:10])[CH2:8][O:7][C:30]4[CH:35]=[CH:34][C:33]([N+:36]([O-:38])=[O:37])=[CH:32][C:31]=4[S:39]([F:42])([F:43])([F:44])([F:40])[F:41])[C:12](=[O:28])[C:13]3=[CH:20][CH:19]=2)[CH:25]=1. The catalyst class is: 30. (2) Reactant: [CH2:1]([N:8]1[CH:16]=[C:15]2[C:10]([CH:11]=[C:12]([C:17]3[CH:18]=[C:19]([CH:27]4[O:32][CH2:31][CH2:30][NH:29][CH2:28]4)[N:20]4[C:25]=3[C:24]([NH2:26])=[N:23][CH:22]=[N:21]4)[CH:13]=[CH:14]2)=[N:9]1)[C:2]1[CH:7]=[CH:6][CH:5]=[CH:4][CH:3]=1.CI.[C:35](=O)([O-])[O-].[K+].[K+]. Product: [NH3:8].[CH2:1]([N:8]1[CH:16]=[C:15]2[C:10]([CH:11]=[C:12]([C:17]3[CH:18]=[C:19]([CH:27]4[O:32][CH2:31][CH2:30][N:29]([CH3:35])[CH2:28]4)[N:20]4[C:25]=3[C:24]([NH2:26])=[N:23][CH:22]=[N:21]4)[CH:13]=[CH:14]2)=[N:9]1)[C:2]1[CH:7]=[CH:6][CH:5]=[CH:4][CH:3]=1. The catalyst class is: 31. (3) Reactant: [Cl:1][C:2]1[CH:7]=[CH:6][C:5]([C:8]#[C:9][C:10]2[CH:15]=[CH:14][C:13](/[CH:16]=[N:17]/[C:18]3[CH:30]=[CH:29][C:21]4[O:22][C:23]([CH3:28])([CH3:27])[O:24][C:25](=[O:26])[C:20]=4[CH:19]=3)=[CH:12][CH:11]=2)=[CH:4][CH:3]=1.C(O[BH-](OC(=O)C)OC(=O)C)(=O)C.[Na+].C(O)(=O)C. Product: [Cl:1][C:2]1[CH:3]=[CH:4][C:5]([C:8]#[C:9][C:10]2[CH:15]=[CH:14][C:13]([CH2:16][NH:17][C:18]3[CH:30]=[CH:29][C:21]4[O:22][C:23]([CH3:28])([CH3:27])[O:24][C:25](=[O:26])[C:20]=4[CH:19]=3)=[CH:12][CH:11]=2)=[CH:6][CH:7]=1. The catalyst class is: 325. (4) Reactant: [CH2:1]1[CH:9]2[CH:4]([C@H:5]3[CH2:10][C@@H:8]2[CH2:7][C:6]3=[O:11])[CH2:3][CH2:2]1.C[Si]([N-][Si](C)(C)C)(C)C.[Na+].C1C=CC(N([S:29]([C:32]([F:35])([F:34])[F:33])(=[O:31])=[O:30])[S:29]([C:32]([F:35])([F:34])[F:33])(=[O:31])=[O:30])=CC=1.CCCCCC. Product: [CH2:1]1[CH:9]2[CH:4]([C@H:5]3[CH2:10][C@@H:8]2[CH:7]=[C:6]3[O:11][S:29]([C:32]([F:35])([F:34])[F:33])(=[O:31])=[O:30])[CH2:3][CH2:2]1. The catalyst class is: 7. (5) Reactant: [F:1][C:2]([F:24])([F:23])[C:3]1[CH:4]=[C:5]([C:13]2[N:17]=[CH:16][N:15](/[CH:18]=[CH:19]\[C:20]([OH:22])=O)[N:14]=2)[CH:6]=[C:7]([C:9]([F:12])([F:11])[F:10])[CH:8]=1.[CH3:25][C:26]1[NH:30][N:29]=[CH:28][C:27]=1[C:31]([NH:33][NH2:34])=[O:32].C(P1(=O)OP(CCC)(=O)OP(CCC)(=O)O1)CC.CCN(C(C)C)C(C)C. Product: [F:23][C:2]([F:24])([F:1])[C:3]1[CH:4]=[C:5]([C:13]2[N:17]=[CH:16][N:15](/[CH:18]=[CH:19]\[C:20]([NH:34][NH:33][C:31]([C:27]3[CH:28]=[N:29][NH:30][C:26]=3[CH3:25])=[O:32])=[O:22])[N:14]=2)[CH:6]=[C:7]([C:9]([F:12])([F:10])[F:11])[CH:8]=1. The catalyst class is: 871. (6) Reactant: [N:1]([CH2:4][CH:5]1[C:14]2[C:9](=[CH:10][CH:11]=[C:12]([O:15][CH3:16])[CH:13]=2)[CH2:8][N:7]([C:17]([O:19][C:20]([CH3:23])([CH3:22])[CH3:21])=[O:18])[CH2:6]1)=[N+]=[N-]. Product: [NH2:1][CH2:4][CH:5]1[C:14]2[C:9](=[CH:10][CH:11]=[C:12]([O:15][CH3:16])[CH:13]=2)[CH2:8][N:7]([C:17]([O:19][C:20]([CH3:23])([CH3:22])[CH3:21])=[O:18])[CH2:6]1. The catalyst class is: 19. (7) The catalyst class is: 151. Product: [NH3:5].[NH2:24][C:25]1[N:26]=[CH:27][C:28]([C:2]2[N:7]=[C:6]([NH2:8])[N:5]=[C:4]([NH:9][C:10]3[CH:15]=[CH:14][C:13]([O:16][C:17]4[CH:22]=[CH:21][N:20]=[C:19]([CH3:23])[CH:18]=4)=[CH:12][CH:11]=3)[CH:3]=2)=[CH:29][CH:30]=1. Reactant: Cl[C:2]1[N:7]=[C:6]([NH2:8])[N:5]=[C:4]([NH:9][C:10]2[CH:15]=[CH:14][C:13]([O:16][C:17]3[CH:22]=[CH:21][N:20]=[C:19]([CH3:23])[CH:18]=3)=[CH:12][CH:11]=2)[CH:3]=1.[NH2:24][C:25]1[CH:30]=[CH:29][C:28](B2OC(C)(C)C(C)(C)O2)=[CH:27][N:26]=1.C([O-])([O-])=O.[Na+].[Na+]. (8) Reactant: Cl[C:2]1[N:7]2[N:8]=[C:9]([NH:11][C:12](=[O:19])[C:13]3[CH:18]=[CH:17][CH:16]=[N:15][CH:14]=3)[N:10]=[C:6]2[CH:5]=[CH:4][CH:3]=1.Cl.[NH2:21][C@H:22]1[CH2:27][CH2:26][C@H:25]([OH:28])[CH2:24][CH2:23]1.CCN(C(C)C)C(C)C. Product: [OH:28][C@H:25]1[CH2:26][CH2:27][C@H:22]([NH:21][C:2]2[N:7]3[N:8]=[C:9]([NH:11][C:12](=[O:19])[C:13]4[CH:18]=[CH:17][CH:16]=[N:15][CH:14]=4)[N:10]=[C:6]3[CH:5]=[CH:4][CH:3]=2)[CH2:23][CH2:24]1. The catalyst class is: 51. (9) Reactant: [F:1][C:2]([F:7])([F:6])[C:3]([OH:5])=[O:4].[Cl:8][C:9]1[CH:10]=[C:11]([C:19]2[O:23][N:22]=[C:21]([C:24]3[C:25]([CH3:47])=[C:26]4[C:31](=[CH:32][CH:33]=3)[CH:30]([CH2:34][CH2:35][CH2:36][C:37]([OH:39])=[O:38])[N:29](C(OC(C)(C)C)=O)[CH2:28][CH2:27]4)[N:20]=2)[CH:12]=[CH:13][C:14]=1[O:15][CH:16]([CH3:18])[CH3:17]. The catalyst class is: 4. Product: [F:1][C:2]([F:7])([F:6])[C:3]([OH:5])=[O:4].[Cl:8][C:9]1[CH:10]=[C:11]([C:19]2[O:23][N:22]=[C:21]([C:24]3[C:25]([CH3:47])=[C:26]4[C:31](=[CH:32][CH:33]=3)[CH:30]([CH2:34][CH2:35][CH2:36][C:37]([OH:39])=[O:38])[NH:29][CH2:28][CH2:27]4)[N:20]=2)[CH:12]=[CH:13][C:14]=1[O:15][CH:16]([CH3:17])[CH3:18]. (10) Reactant: [CH3:1][O:2][C:3]1[CH:4]=[C:5]([CH:8]=[CH:9][C:10]=1[O:11][CH2:12][C:13]1[N:14]=[C:15]([C:19]2[CH:24]=[CH:23][CH:22]=[C:21]([N+:25]([O-:27])=[O:26])[CH:20]=2)[O:16][C:17]=1[CH3:18])[CH:6]=[O:7].C(O)C.[BH4-].[Na+].O. Product: [CH3:1][O:2][C:3]1[CH:4]=[C:5]([CH2:6][OH:7])[CH:8]=[CH:9][C:10]=1[O:11][CH2:12][C:13]1[N:14]=[C:15]([C:19]2[CH:24]=[CH:23][CH:22]=[C:21]([N+:25]([O-:27])=[O:26])[CH:20]=2)[O:16][C:17]=1[CH3:18]. The catalyst class is: 7.